From a dataset of Reaction yield outcomes from USPTO patents with 853,638 reactions. Predict the reaction yield, written as a fraction of the theoretical maximum amount of product (1.0 means a 100% yield; for example, 0.34 means a 34% yield). (1) The reactants are Br[C:2]1[CH:7]=[CH:6][C:5]([OH:8])=[CH:4][C:3]=1[CH2:9][N:10]([CH3:12])[CH3:11].C([Li])(C)(C)C.[B:18](OC(C)C)([O:23]C(C)C)[O:19]C(C)C.[NH4+].[Cl-]. The catalyst is C1COCC1.C(OCC)(=O)C. The product is [CH3:11][N:10]([CH2:9][C:3]1[CH:4]=[C:5]([OH:8])[CH:6]=[CH:7][C:2]=1[B:18]([OH:23])[OH:19])[CH3:12]. The yield is 0.810. (2) The reactants are CCN(C(C)C)C(C)C.[C:10]1([C:16]2[NH:20][N:19]=[C:18]([C:21]([NH:23][CH2:24][C:25]([OH:27])=O)=[O:22])[CH:17]=2)[CH:15]=[CH:14][CH:13]=[CH:12][CH:11]=1.C1C=CC2N(O)N=NC=2C=1.CCN=C=NCCCN(C)C.Cl.Cl.[CH3:51][O:52][C:53](=[O:68])[C:54]1[CH:59]=[CH:58][C:57]([CH3:60])=[C:56]([O:61][CH:62]2[CH2:67][CH2:66][NH:65][CH2:64][CH2:63]2)[CH:55]=1.Cl.ClC1C=CC=CC=1OC1CCNCC1. The catalyst is CN(C=O)C.O. The product is [CH3:51][O:52][C:53](=[O:68])[C:54]1[CH:59]=[CH:58][C:57]([CH3:60])=[C:56]([O:61][CH:62]2[CH2:67][CH2:66][N:65]([C:25](=[O:27])[CH2:24][NH:23][C:21]([C:18]3[CH:17]=[C:16]([C:10]4[CH:11]=[CH:12][CH:13]=[CH:14][CH:15]=4)[NH:20][N:19]=3)=[O:22])[CH2:64][CH2:63]2)[CH:55]=1. The yield is 0.685. (3) No catalyst specified. The product is [C:1]([NH:5][C:6](=[O:7])[OH:8])([CH3:4])([CH3:3])[CH3:2].[CH3:25][C:22]1[C:21]([NH:26][C:11]([C:12]2([S:15]([NH2:18])(=[O:17])=[O:16])[CH2:14][CH2:13]2)=[O:10])=[C:20]([CH3:19])[O:24][N:23]=1. The yield is 1.00. The reactants are [C:1]([NH:5][C:6](=[O:8])[OH:7])([CH3:4])([CH3:3])[CH3:2].C[O:10][CH2:11][C:12]1([S:15]([NH2:18])(=[O:17])=[O:16])[CH2:14][CH2:13]1.[CH3:19][C:20]1[O:24][N:23]=[C:22]([CH3:25])[C:21]=1[N:26]=C=O. (4) The reactants are C1(P(C2C=CC=CC=2)C2C=CC=CC=2)C=CC=CC=1.C(Cl)(Cl)(Cl)[Cl:21].C1COCC1.[F:30][C:31]1[CH:40]=[CH:39][C:38]([O:41][CH2:42][CH2:43][CH3:44])=[C:37]2[C:32]=1[C:33](=[O:53])[C:34]([C:45]1[CH:50]=[CH:49][C:48]([O:51][CH3:52])=[CH:47][CH:46]=1)=[CH:35][NH:36]2.[C:54]([CH:57](O)[CH2:58][NH-:59])([OH:56])=[O:55]. The catalyst is O. The product is [F:30][C:31]1[CH:40]=[CH:39][C:38]([O:41][CH2:42][CH2:43][CH3:44])=[C:37]2[C:32]=1[C:33](=[O:53])[C:34]([C:45]1[CH:46]=[CH:47][C:48]([O:51][CH3:52])=[CH:49][CH:50]=1)=[CH:35][NH:36]2.[C:54]([CH:57]([Cl:21])[CH2:58][NH-:59])([OH:56])=[O:55]. The yield is 0.580. (5) The reactants are [CH3:1][C:2]1([CH3:19])[CH2:11][C:10](=[O:12])[C:9]2[C:4](=[CH:5][CH:6]=[C:7]([C:13]#[C:14][Si](C)(C)C)[CH:8]=2)[S:3]1.C([O-])([O-])=O.[K+].[K+]. The catalyst is CO.O. The yield is 0.990. The product is [C:13]([C:7]1[CH:8]=[C:9]2[C:4](=[CH:5][CH:6]=1)[S:3][C:2]([CH3:1])([CH3:19])[CH2:11][C:10]2=[O:12])#[CH:14]. (6) The reactants are C(O)(=O)C.C(O)(=O)C.IC1C=CC=CC=1.[Cl:16][C:17]1[N:22]=[C:21]([N:23]2[CH2:28][CH2:27][O:26][CH2:25][C@H:24]2[CH3:29])[CH:20]=[C:19]([C:30]([S:33]([CH3:35])=[O:34])([CH3:32])[CH3:31])[N:18]=1.[O-2].[Mg+2].[F:38][C:39]([F:44])([F:43])[C:40]([NH2:42])=[O:41]. The catalyst is C(Cl)Cl.CC([O-])=O.CC([O-])=O.CC([O-])=O.CC([O-])=O.[Rh+2].[Rh+2]. The product is [Cl:16][C:17]1[N:18]=[C:19]([C:30]([S:33]([CH3:35])(=[O:34])=[N:42][C:40](=[O:41])[C:39]([F:44])([F:43])[F:38])([CH3:32])[CH3:31])[CH:20]=[C:21]([N:23]2[CH2:28][CH2:27][O:26][CH2:25][C@H:24]2[CH3:29])[N:22]=1. The yield is 0.310. (7) The reactants are [OH:1][C:2]1[CH:7]=[CH:6][C:5]([N:8]2[C:13](=[O:14])[C:12]([CH2:15][C:16]3[CH:21]=[CH:20][C:19]([C:22]4[C:23]([C:28]#[N:29])=[CH:24][CH:25]=[CH:26][CH:27]=4)=[CH:18][CH:17]=3)=[C:11]([CH2:30][CH2:31][CH3:32])[N:10]=[C:9]2[CH3:33])=[CH:4][CH:3]=1.C(=O)([O-])[O-].[K+].[K+].Br[CH2:41][CH2:42][F:43]. The catalyst is CN(C)C=O.C(OCC)(=O)C. The product is [F:43][CH2:42][CH2:41][O:1][C:2]1[CH:3]=[CH:4][C:5]([N:8]2[C:13](=[O:14])[C:12]([CH2:15][C:16]3[CH:21]=[CH:20][C:19]([C:22]4[C:23]([C:28]#[N:29])=[CH:24][CH:25]=[CH:26][CH:27]=4)=[CH:18][CH:17]=3)=[C:11]([CH2:30][CH2:31][CH3:32])[N:10]=[C:9]2[CH3:33])=[CH:6][CH:7]=1. The yield is 1.00. (8) The reactants are [OH:1][C:2]1[C:11]2[C:6](=[CH:7][CH:8]=[C:9]([O:12]C)[CH:10]=2)[O:5][C:4](=[O:14])[CH:3]=1.B(Br)(Br)Br. The catalyst is C(Cl)Cl. The product is [OH:1][C:2]1[C:11]2[C:6](=[CH:7][CH:8]=[C:9]([OH:12])[CH:10]=2)[O:5][C:4](=[O:14])[CH:3]=1. The yield is 0.750. (9) The reactants are Cl[CH2:2][C:3]1[CH:4]=[C:5]([O:12][CH3:13])[C:6]2[O:10][CH2:9][O:8][C:7]=2[CH:11]=1.[C-:14]#[N:15].[Na+].O. The catalyst is CS(C)=O. The product is [CH3:13][O:12][C:5]1[C:6]2[O:10][CH2:9][O:8][C:7]=2[CH:11]=[C:3]([CH2:2][C:14]#[N:15])[CH:4]=1. The yield is 0.450.